Dataset: Forward reaction prediction with 1.9M reactions from USPTO patents (1976-2016). Task: Predict the product of the given reaction. (1) Given the reactants [N:1]1[CH:6]=[CH:5][C:4]([N:7]2[CH2:11][CH2:10][C:9]3([CH2:16][CH2:15][N:14]([C:17]([CH:19]4[CH2:24][CH2:23][N:22]([CH2:25][CH2:26][C:27]([O:29]CC)=[O:28])[CH2:21][CH2:20]4)=[O:18])[CH2:13][CH2:12]3)[CH2:8]2)=[CH:3][CH:2]=1, predict the reaction product. The product is: [N:1]1[CH:6]=[CH:5][C:4]([N:7]2[CH2:11][CH2:10][C:9]3([CH2:16][CH2:15][N:14]([C:17]([CH:19]4[CH2:20][CH2:21][N:22]([CH2:25][CH2:26][C:27]([OH:29])=[O:28])[CH2:23][CH2:24]4)=[O:18])[CH2:13][CH2:12]3)[CH2:8]2)=[CH:3][CH:2]=1. (2) The product is: [CH3:8][C:5]1[CH:6]=[CH:7][C:2]([N:23]2[CH2:22][CH2:21][CH:20]([NH:19][C:12](=[O:13])[O:14][C:15]([CH3:17])([CH3:16])[CH3:18])[CH2:25][CH2:24]2)=[C:3]([N+:9]([O-:11])=[O:10])[CH:4]=1. Given the reactants F[C:2]1[CH:7]=[CH:6][C:5]([CH3:8])=[CH:4][C:3]=1[N+:9]([O-:11])=[O:10].[C:12]([NH:19][CH:20]1[CH2:25][CH2:24][NH:23][CH2:22][CH2:21]1)([O:14][C:15]([CH3:18])([CH3:17])[CH3:16])=[O:13], predict the reaction product. (3) Given the reactants [NH2:1][C:2]1[CH:10]=[C:9]([O:11][CH3:12])[CH:8]=[C:7]([O:13][CH3:14])[C:3]=1[C:4]([NH2:6])=[O:5].[N:15]1[CH:20]=[CH:19][C:18]([CH:21]=O)=[CH:17][CH:16]=1.COC1C=C(OC)C=C2C=1C(=O)NC(C1C=CC=CN=1)=N2, predict the reaction product. The product is: [CH3:14][O:13][C:7]1[CH:8]=[C:9]([O:11][CH3:12])[CH:10]=[C:2]2[C:3]=1[C:4](=[O:5])[NH:6][C:21]([C:18]1[CH:19]=[CH:20][N:15]=[CH:16][CH:17]=1)=[N:1]2. (4) The product is: [Cl:6][C:7]1[CH:8]=[CH:9][C:10]([I:16])=[C:11]([CH:15]=1)[C:12]([O:14][CH3:1])=[O:13]. Given the reactants [C:1]([O-])(O)=O.[Na+].[Cl:6][C:7]1[CH:8]=[CH:9][C:10]([I:16])=[C:11]([CH:15]=1)[C:12]([OH:14])=[O:13].CI, predict the reaction product.